Dataset: Forward reaction prediction with 1.9M reactions from USPTO patents (1976-2016). Task: Predict the product of the given reaction. (1) Given the reactants [Br:1][C:2]1[CH:3]=[C:4]([CH:8]([CH2:12][CH:13]([CH3:15])[CH3:14])[C:9](O)=[O:10])[CH:5]=[CH:6][CH:7]=1.C(N(CC)CC)C.ClC(OCC)=O.[N-:29]=[N+:30]=[N-:31].[Na+], predict the reaction product. The product is: [Br:1][C:2]1[CH:3]=[C:4]([CH:8]([CH2:12][CH:13]([CH3:15])[CH3:14])[C:9]([N:29]=[N+:30]=[N-:31])=[O:10])[CH:5]=[CH:6][CH:7]=1. (2) Given the reactants [H-].[Na+].[CH3:3][C:4]([CH3:18])([CH2:14][CH2:15][CH2:16][CH3:17])[C:5](=[O:13])[CH2:6]P(=O)(OC)OC.[CH:19]([C@H:21]1[CH2:25][O:24][C:23](=[O:26])[N:22]1[CH2:27][CH2:28][S:29][C:30]1[S:31][CH:32]=[C:33]([C:35]([O:37][CH2:38][CH3:39])=[O:36])[N:34]=1)=O.Cl, predict the reaction product. The product is: [CH3:18][C:4]([CH3:3])([CH2:14][CH2:15][CH2:16][CH3:17])[C:5](=[O:13])/[CH:6]=[CH:19]/[C@H:21]1[CH2:25][O:24][C:23](=[O:26])[N:22]1[CH2:27][CH2:28][S:29][C:30]1[S:31][CH:32]=[C:33]([C:35]([O:37][CH2:38][CH3:39])=[O:36])[N:34]=1. (3) Given the reactants [NH2:1][C:2]1[CH:9]=[CH:8][C:5]([C:6]#[N:7])=[CH:4][C:3]=1[S:10][CH2:11][C:12]1[CH:17]=[CH:16][CH:15]=[CH:14][CH:13]=1.[O:18]1[C:22]2[CH:23]=[CH:24][CH:25]=[CH:26][C:21]=2[CH:20]=[C:19]1[S:27](Cl)(=[O:29])=[O:28], predict the reaction product. The product is: [CH2:11]([S:10][C:3]1[CH:4]=[C:5]([C:6]#[N:7])[CH:8]=[CH:9][C:2]=1[NH:1][S:27]([C:19]1[O:18][C:22]2[CH:23]=[CH:24][CH:25]=[CH:26][C:21]=2[CH:20]=1)(=[O:28])=[O:29])[C:12]1[CH:17]=[CH:16][CH:15]=[CH:14][CH:13]=1. (4) Given the reactants [CH3:1][C@H:2]1[O:7][C@@H:6]([CH3:8])[CH2:5][N:4]([C:9]2[CH:16]=[CH:15][C:14]([N+:17]([O-:19])=[O:18])=[CH:13][C:10]=2[CH:11]=O)[CH2:3]1.[NH:20]1[C:27](=[O:28])[CH2:26][C:24](=[O:25])[NH:23][C:21]1=[O:22].O, predict the reaction product. The product is: [CH3:1][C@H:2]1[O:7][C@@H:6]([CH3:8])[C@@H:5]2[C:26]3([CH2:11][C:10]4[C:9]([N:4]2[CH2:3]1)=[CH:16][CH:15]=[C:14]([N+:17]([O-:19])=[O:18])[CH:13]=4)[C:24](=[O:25])[NH:23][C:21](=[O:22])[NH:20][C:27]3=[O:28]. (5) Given the reactants Cl[C:2]1[NH:3][C:4]2[N:5]([N:12]=[CH:13][C:14]=2[C:15]#[N:16])[C:6](=[O:11])[C:7]=1[CH:8]([CH3:10])[CH3:9].[O:17]1[CH:21]=[CH:20][C:19](B(O)O)=[CH:18]1.C([O-])([O-])=O.[K+].[K+], predict the reaction product. The product is: [O:17]1[CH:21]=[CH:20][C:19]([C:2]2[NH:3][C:4]3[N:5]([N:12]=[CH:13][C:14]=3[C:15]#[N:16])[C:6](=[O:11])[C:7]=2[CH:8]([CH3:10])[CH3:9])=[CH:18]1. (6) Given the reactants O[CH2:2][CH2:3][CH2:4][NH:5][CH:6]1[CH2:11][CH2:10][N:9]([C:12]([O:14][C:15]([CH3:18])([CH3:17])[CH3:16])=[O:13])[CH2:8][CH2:7]1.C([O-])([O-])=O.[K+].[K+].[Cl:25][CH2:26][S:27](Cl)(=[O:29])=[O:28].[CH3:31][NH:32][CH3:33], predict the reaction product. The product is: [Cl:25][CH2:26][S:27]([N:5]([CH2:4][CH2:3][CH2:2][N:32]([CH3:33])[CH3:31])[CH:6]1[CH2:11][CH2:10][N:9]([C:12]([O:14][C:15]([CH3:18])([CH3:17])[CH3:16])=[O:13])[CH2:8][CH2:7]1)(=[O:29])=[O:28].